From a dataset of Full USPTO retrosynthesis dataset with 1.9M reactions from patents (1976-2016). Predict the reactants needed to synthesize the given product. Given the product [NH2:17][C:15]1[CH:14]=[C:13]([F:20])[C:12]([CH3:21])=[C:11]([C:3]2([CH:2]([F:1])[F:22])[CH:9]3[CH:7]([CH2:8]3)[O:6][C:5]([NH2:10])=[N:4]2)[CH:16]=1, predict the reactants needed to synthesize it. The reactants are: [F:1][CH:2]([F:22])[C:3]1([C:11]2[CH:16]=[C:15]([N+:17]([O-])=O)[CH:14]=[C:13]([F:20])[C:12]=2[CH3:21])[CH:9]2[CH:7]([CH2:8]2)[O:6][C:5]([NH2:10])=[N:4]1.